Dataset: Full USPTO retrosynthesis dataset with 1.9M reactions from patents (1976-2016). Task: Predict the reactants needed to synthesize the given product. (1) Given the product [Br:24][C:21]1[CH:20]=[CH:19][C:18]([CH:10]([C:11]2[CH:12]=[CH:13][C:14]([O:17][C:27]3[CH:32]=[N:31][CH:30]=[CH:29][N:28]=3)=[CH:15][CH:16]=2)[CH2:9][NH:7][CH3:8])=[CH:23][CH:22]=1, predict the reactants needed to synthesize it. The reactants are: C(OC(=O)[N:7]([CH2:9][CH:10]([C:18]1[CH:23]=[CH:22][C:21]([Br:24])=[CH:20][CH:19]=1)[C:11]1[CH:16]=[CH:15][C:14]([OH:17])=[CH:13][CH:12]=1)[CH3:8])(C)(C)C.Cl[C:27]1[CH:32]=[N:31][CH:30]=[CH:29][N:28]=1.C([O-])([O-])=O.[K+].[K+]. (2) Given the product [NH2:1][C:4]1[CH:5]=[CH:6][C:7]([NH:10][CH:11]2[CH2:16][CH2:15][N:14]([CH:17]([OH:19])[CH3:18])[CH2:13][CH2:12]2)=[CH:8][CH:9]=1, predict the reactants needed to synthesize it. The reactants are: [N+:1]([C:4]1[CH:9]=[CH:8][C:7]([NH:10][CH:11]2[CH2:16][CH2:15][N:14]([CH:17]([OH:19])[CH3:18])[CH2:13][CH2:12]2)=[CH:6][CH:5]=1)([O-])=O.